From a dataset of Forward reaction prediction with 1.9M reactions from USPTO patents (1976-2016). Predict the product of the given reaction. (1) Given the reactants [F:1][C:2]1[C:7]([CH:8]=O)=[CH:6][CH:5]=[CH:4][N:3]=1.CN.C(O)(=O)C.[BH3-][C:17]#[N:18].[Na+], predict the reaction product. The product is: [F:1][C:2]1[C:7]([CH2:8][NH:18][CH3:17])=[CH:6][CH:5]=[CH:4][N:3]=1. (2) Given the reactants Cl.[CH3:2][NH:3][C:4]1[NH:8][C:7]2[CH:9]=[CH:10][C:11]([C:13]([O:15]C)=[O:14])=[CH:12][C:6]=2[N:5]=1, predict the reaction product. The product is: [CH3:2][NH:3][C:4]1[NH:8][C:7]2[CH:9]=[CH:10][C:11]([C:13]([OH:15])=[O:14])=[CH:12][C:6]=2[N:5]=1. (3) Given the reactants [CH2:1]([NH:8][C:9]1[CH:14]=[CH:13][CH:12]=[CH:11][C:10]=1[CH2:15][CH2:16][CH2:17][C:18]1[CH:28]=[CH:27][C:21]([C:22]([O:24]CC)=[O:23])=[CH:20][CH:19]=1)[C:2]1[CH:7]=[CH:6][CH:5]=[CH:4][CH:3]=1.[OH-].[Na+], predict the reaction product. The product is: [CH2:1]([NH:8][C:9]1[CH:14]=[CH:13][CH:12]=[CH:11][C:10]=1[CH2:15][CH2:16][CH2:17][C:18]1[CH:19]=[CH:20][C:21]([C:22]([OH:24])=[O:23])=[CH:27][CH:28]=1)[C:2]1[CH:3]=[CH:4][CH:5]=[CH:6][CH:7]=1. (4) Given the reactants Br[C:2]1[CH:24]=[CH:23][C:5]([O:6][CH:7]([CH2:13][CH2:14][CH:15]=[CH:16][C:17]2[CH:22]=[CH:21][CH:20]=[CH:19][CH:18]=2)[C:8]([O:10][CH2:11][CH3:12])=[O:9])=[CH:4][CH:3]=1.[Cl:25][C:26]1[S:27][C:28](B(O)O)=[CH:29][CH:30]=1.C(=O)([O-])[O-].[Na+].[Na+], predict the reaction product. The product is: [Cl:25][C:26]1[S:27][C:28]([C:2]2[CH:24]=[CH:23][C:5]([O:6][CH:7]([CH2:13][CH2:14][CH:15]=[CH:16][C:17]3[CH:22]=[CH:21][CH:20]=[CH:19][CH:18]=3)[C:8]([O:10][CH2:11][CH3:12])=[O:9])=[CH:4][CH:3]=2)=[CH:29][CH:30]=1. (5) Given the reactants [CH2:1]([OH:4])[CH:2]=[CH2:3].CN(C)C=O.[H-].[Na+].Cl[C:13]1[C:18]([CH2:19][NH:20][C:21]2[C:26]([F:27])=[C:25]([O:28][CH3:29])[CH:24]=[C:23]([O:30][CH3:31])[C:22]=2[F:32])=[CH:17][N:16]=[C:15]2[N:33]([CH2:36][C:37]3[CH:42]=[CH:41][C:40]([O:43][CH3:44])=[CH:39][CH:38]=3)[N:34]=[CH:35][C:14]=12, predict the reaction product. The product is: [CH2:1]([O:4][C:13]1[C:18]([CH2:19][NH:20][C:21]2[C:22]([F:32])=[C:23]([O:30][CH3:31])[CH:24]=[C:25]([O:28][CH3:29])[C:26]=2[F:27])=[CH:17][N:16]=[C:15]2[N:33]([CH2:36][C:37]3[CH:38]=[CH:39][C:40]([O:43][CH3:44])=[CH:41][CH:42]=3)[N:34]=[CH:35][C:14]=12)[CH:2]=[CH2:3]. (6) The product is: [Cl:1][C:2]1[CH:3]=[CH:4][C:5]([C@@:8]2([CH3:37])[C@:12]([C:14]3[CH:15]=[CH:16][C:17]([Cl:20])=[CH:18][CH:19]=3)([CH3:13])[N:11]([C:21]([N:43]3[CH2:42][CH2:41][N:40]([CH2:46][CH2:47][NH:48][C:49](=[O:51])[CH3:50])[CH2:45][CH2:44]3)=[O:22])[C:10]([C:24]3[CH:29]=[CH:28][C:27]([C:30]([OH:33])([CH3:32])[CH3:31])=[CH:26][C:25]=3[O:34][CH2:35][CH3:36])=[N:9]2)=[CH:6][CH:7]=1. Given the reactants [Cl:1][C:2]1[CH:7]=[CH:6][C:5]([C:8]2([CH3:37])[C:12]([C:14]3[CH:19]=[CH:18][C:17]([Cl:20])=[CH:16][CH:15]=3)([CH3:13])[N:11]([C:21](Cl)=[O:22])[C:10]([C:24]3[CH:29]=[CH:28][C:27]([C:30]([OH:33])([CH3:32])[CH3:31])=[CH:26][C:25]=3[O:34][CH2:35][CH3:36])=[N:9]2)=[CH:4][CH:3]=1.Cl.Cl.[N:40]1([CH2:46][CH2:47][NH:48][C:49](=[O:51])[CH3:50])[CH2:45][CH2:44][NH:43][CH2:42][CH2:41]1, predict the reaction product. (7) Given the reactants [F-].C([N+](CCCC)(CCCC)CCCC)CCC.[OH:19][CH:20]([C:31]1[C:32]([C:44]2[CH:49]=[CH:48][CH:47]=[CH:46][CH:45]=2)=[N:33][N:34]2[C:39]([Si](C)(C)C)=[CH:38][CH:37]=[CH:36][C:35]=12)[C:21]1[N:26]=[C:25]([C:27]([O:29][CH3:30])=[O:28])[CH:24]=[CH:23][CH:22]=1.[Cl-].[NH4+], predict the reaction product. The product is: [OH:19][CH:20]([C:31]1[C:32]([C:44]2[CH:45]=[CH:46][CH:47]=[CH:48][CH:49]=2)=[N:33][N:34]2[CH:39]=[CH:38][CH:37]=[CH:36][C:35]=12)[C:21]1[N:26]=[C:25]([C:27]([O:29][CH3:30])=[O:28])[CH:24]=[CH:23][CH:22]=1. (8) Given the reactants COC1C=CC(N2CCN(CCC3C=CC=CC=3)CC2)=CC=1C.[CH:24]1([CH2:30][CH2:31][CH2:32][N:33]2[CH2:38][CH2:37][N:36]([C:39]3[CH:46]=[CH:45][C:44]([O:47]C)=[CH:43][C:40]=3[C:41]#[N:42])[CH2:35][CH2:34]2)[CH2:29][CH2:28][CH2:27][CH2:26][CH2:25]1, predict the reaction product. The product is: [CH:24]1([CH2:30][CH2:31][CH2:32][N:33]2[CH2:38][CH2:37][N:36]([C:39]3[CH:46]=[CH:45][C:44]([OH:47])=[CH:43][C:40]=3[C:41]#[N:42])[CH2:35][CH2:34]2)[CH2:29][CH2:28][CH2:27][CH2:26][CH2:25]1.